Dataset: Forward reaction prediction with 1.9M reactions from USPTO patents (1976-2016). Task: Predict the product of the given reaction. (1) Given the reactants [F:1][C:2]1[CH:30]=[C:29]([F:31])[CH:28]=[CH:27][C:3]=1[O:4][CH2:5][C@@H:6]([O:10][C:11]1[CH:12]=[C:13]2[C:17](=[CH:18][CH:19]=1)[N:16]([C:20]1[CH:25]=[CH:24][C:23]([F:26])=[CH:22][CH:21]=1)[N:15]=[CH:14]2)[C@@H:7]([NH2:9])[CH3:8].[F:32][C:33]([F:44])([F:43])[C:34](O[C:34](=[O:35])[C:33]([F:44])([F:43])[F:32])=[O:35], predict the reaction product. The product is: [F:1][C:2]1[CH:30]=[C:29]([F:31])[CH:28]=[CH:27][C:3]=1[O:4][CH2:5][C@@H:6]([O:10][C:11]1[CH:12]=[C:13]2[C:17](=[CH:18][CH:19]=1)[N:16]([C:20]1[CH:25]=[CH:24][C:23]([F:26])=[CH:22][CH:21]=1)[N:15]=[CH:14]2)[C@@H:7]([NH:9][C:34](=[O:35])[C:33]([F:44])([F:43])[F:32])[CH3:8]. (2) Given the reactants Cl[C:2]1[N:11]=[CH:10][C:9]2[C:4](=[CH:5][CH:6]=[C:7]([O:12][CH3:13])[CH:8]=2)[N:3]=1.[C:14]([C:17]1[CH:22]=[CH:21][C:20](B(O)O)=[CH:19][CH:18]=1)([OH:16])=[O:15].C([O-])([O-])=O.[K+].[K+], predict the reaction product. The product is: [CH3:13][O:12][C:7]1[CH:8]=[C:9]2[C:4](=[CH:5][CH:6]=1)[N:3]=[C:2]([C:20]1[CH:21]=[CH:22][C:17]([C:14]([OH:16])=[O:15])=[CH:18][CH:19]=1)[N:11]=[CH:10]2. (3) Given the reactants [Cl:1][C:2]1[CH:3]=[C:4]([CH:7]=[CH:8][C:9]=1[OH:10])[CH:5]=[O:6].[CH2:11](I)[CH2:12][CH3:13], predict the reaction product. The product is: [Cl:1][C:2]1[CH:3]=[C:4]([CH:7]=[CH:8][C:9]=1[O:10][CH:12]([CH3:13])[CH3:11])[CH:5]=[O:6]. (4) Given the reactants [CH:1]1([C:7]2[CH:20]=[CH:19][C:10]([O:11][CH2:12][C@H:13]3[O:17][C:16]([NH2:18])=[N:15][CH2:14]3)=[CH:9][CH:8]=2)[CH2:6][CH2:5][CH2:4][CH2:3][CH2:2]1.C1O[C@H]1CCl.[CH:26]1([C:32]2C=C[C:35]([OH:38])=[CH:34][CH:33]=2)CCCCC1.C(OCC)(=O)C#CCC, predict the reaction product. The product is: [CH:1]1([C:7]2[CH:20]=[CH:19][C:10]([O:11][CH2:12][C@H:13]3[O:17][C:16]4=[N:18][C:35](=[O:38])[CH:34]=[C:33]([CH2:32][CH3:26])[N:15]4[CH2:14]3)=[CH:9][CH:8]=2)[CH2:2][CH2:3][CH2:4][CH2:5][CH2:6]1. (5) Given the reactants [CH2:1]([N:8]1[CH2:13][CH2:12][N:11]([C:14]2[N:19]=[CH:18][C:17]([NH:20][C:21]([C:23]3[O:27][C:26]([C:28]4[CH:33]=[CH:32][CH:31]=[CH:30][CH:29]=4)=[N:25][C:24]=3[C:34]([F:37])([F:36])[F:35])=[O:22])=[CH:16][CH:15]=2)C[C:9]1=[O:38])C1C=CC=CC=1.CN(C(ON1N=NC2C=CC=NC1=2)=[N+](C)C)C.F[P-](F)(F)(F)(F)F.NC1C=CC(NC2CN(C([NH:77][C:78]3[CH:83]=[CH:82][CH:81]=[CH:80][C:79]=3[F:84])=O)C2)=NC=1, predict the reaction product. The product is: [F:84][C:79]1[CH:80]=[CH:81][CH:82]=[CH:83][C:78]=1[NH:77][C:9]([N:8]1[CH2:1][CH:12]([NH:11][C:14]2[N:19]=[CH:18][C:17]([NH:20][C:21]([C:23]3[O:27][C:26]([C:28]4[CH:33]=[CH:32][CH:31]=[CH:30][CH:29]=4)=[N:25][C:24]=3[C:34]([F:37])([F:36])[F:35])=[O:22])=[CH:16][CH:15]=2)[CH2:13]1)=[O:38]. (6) Given the reactants Br[C:2]1[CH:3]=[CH:4][C:5]2[N:6]([CH:8]=[N:9][CH:10]=2)[CH:7]=1.[NH2:11][C:12]1[C:21]2[C:16](=[C:17](Br)[C:18]([CH3:22])=[CH:19][CH:20]=2)[N:15]=[N:14][C:13]=1[C:24]([NH2:26])=[O:25], predict the reaction product. The product is: [NH2:11][C:12]1[C:21]2[C:16](=[C:17]([C:2]3[CH:3]=[CH:4][C:5]4[N:6]([CH:8]=[N:9][CH:10]=4)[CH:7]=3)[C:18]([CH3:22])=[CH:19][CH:20]=2)[N:15]=[N:14][C:13]=1[C:24]([NH2:26])=[O:25].